From a dataset of Peptide-MHC class I binding affinity with 185,985 pairs from IEDB/IMGT. Regression. Given a peptide amino acid sequence and an MHC pseudo amino acid sequence, predict their binding affinity value. This is MHC class I binding data. The peptide sequence is SVKEKDMTK. The MHC is HLA-B15:01 with pseudo-sequence HLA-B15:01. The binding affinity (normalized) is 0.213.